Predict which catalyst facilitates the given reaction. From a dataset of Catalyst prediction with 721,799 reactions and 888 catalyst types from USPTO. Reactant: [O:1]1[CH2:6][CH2:5][CH2:4][CH2:3][CH:2]1[O:7][CH2:8][CH2:9][C:10]([OH:12])=[O:11].[CH:13]1[CH:18]=[CH:17][C:16]([CH2:19]Br)=[CH:15][CH:14]=1. Product: [O:1]1[CH2:6][CH2:5][CH2:4][CH2:3][CH:2]1[O:7][CH2:8][CH2:9][C:10]([O:12][CH2:19][C:16]1[CH:17]=[CH:18][CH:13]=[CH:14][CH:15]=1)=[O:11]. The catalyst class is: 2.